From a dataset of Full USPTO retrosynthesis dataset with 1.9M reactions from patents (1976-2016). Predict the reactants needed to synthesize the given product. Given the product [Cl:1][C:2]1[C:10]([CH3:11])=[C:9]([Cl:13])[C:8]([F:14])=[CH:7][C:3]=1[CH3:4], predict the reactants needed to synthesize it. The reactants are: [Cl:1][C:2]1[C:10]([C:11]#N)=[C:9]([Cl:13])[C:8]([F:14])=[CH:7][C:3]=1[C:4](Cl)=O.C(C1C(F)=C(C=C(F)C=1F)C(F)=O)#N.FC1C=C(C)C=C(C)C=1.